Dataset: Reaction yield outcomes from USPTO patents with 853,638 reactions. Task: Predict the reaction yield, written as a fraction of the theoretical maximum amount of product (1.0 means a 100% yield; for example, 0.34 means a 34% yield). (1) The reactants are [NH2:1][C@@H:2]([C@@H:13]([CH3:16])[CH2:14][CH3:15])[C:3]([N:5]([CH3:12])[C@@H:6]([CH:9]([CH3:11])[CH3:10])[C:7]#[CH:8])=[O:4].CCO[C:20]([CH3:22])=[O:21]. The catalyst is CN(C=O)C. The product is [CH3:6][N:5]1[CH2:3][CH2:2][CH2:13][CH2:14][C@@H:22]1[C:20]([NH:1][C@@H:2]([C@@H:13]([CH3:16])[CH2:14][CH3:15])[C:3]([N:5]([CH3:12])[C@@H:6]([CH:9]([CH3:11])[CH3:10])[C:7]#[CH:8])=[O:4])=[O:21]. The yield is 0.850. (2) The reactants are [Cl:1][C:2]1[CH:7]=[C:6]([N+:8]([O-])=O)[CH:5]=[C:4]([Cl:11])[C:3]=1[C:12]([CH3:16])([CH3:15])[C:13]#[N:14]. The catalyst is CO.O=[Pt]=O. The product is [NH2:8][C:6]1[CH:5]=[C:4]([Cl:11])[C:3]([C:12]([CH3:15])([CH3:16])[C:13]#[N:14])=[C:2]([Cl:1])[CH:7]=1. The yield is 0.930. (3) The reactants are [F:1][C:2]1[CH:7]=[CH:6][CH:5]=[CH:4][C:3]=1/[CH:8]=[CH:9]/[CH:10]1[CH2:15][CH2:14][NH:13][CH2:12][CH2:11]1.[O:16]=[C:17]1[NH:22][C:21](=[O:23])[C:20]([CH:24]=O)=[CH:19][NH:18]1.C(O[BH-](OC(=O)C)OC(=O)C)(=O)C.[Na+].C(=O)([O-])[O-].[Na+].[Na+]. The catalyst is O1CCCC1.C(OCC)(=O)C.C(O)(=O)C. The product is [F:1][C:2]1[CH:7]=[CH:6][CH:5]=[CH:4][C:3]=1/[CH:8]=[CH:9]/[CH:10]1[CH2:11][CH2:12][N:13]([CH2:24][C:20]2[C:21](=[O:23])[NH:22][C:17](=[O:16])[NH:18][CH:19]=2)[CH2:14][CH2:15]1. The yield is 0.380. (4) The reactants are [Cl:1][C:2]1[C:3]([O:31][CH3:32])=[CH:4][CH:5]=[C:6]2[C:11]=1[N:10]=[C:9]([N:12]1[CH:16]=[CH:15][C:14]([C:17]([F:20])([F:19])[F:18])=[N:13]1)[CH:8]=[C:7]2[O:21]CC1C=CC(OC)=CC=1.[Na+].[I-].O.Cl. The catalyst is C(#N)C. The product is [Cl:1][C:2]1[C:3]([O:31][CH3:32])=[CH:4][CH:5]=[C:6]2[C:11]=1[N:10]=[C:9]([N:12]1[CH:16]=[CH:15][C:14]([C:17]([F:19])([F:20])[F:18])=[N:13]1)[CH:8]=[C:7]2[OH:21]. The yield is 0.960. (5) The reactants are C([O:7][C:8]1[CH:13]=[C:12]([CH2:14][CH2:15]OS(C)(=O)=O)[O:11][C:10](=[O:21])[C:9]=1[C:22]1[C:27]([CH3:28])=[CH:26][C:25]([CH3:29])=[CH:24][C:23]=1[CH3:30])(=O)C(C)(C)C.[S:31]1[CH:35]=[CH:34][CH:33]=[C:32]1S.[C:37]([O-])([O-])=O.[K+].[K+].Cl.O1CC[CH2:46][CH2:45]1. No catalyst specified. The product is [OH:7][C:8]1[CH:13]=[C:12]([CH2:14][CH2:15][S:31][C:35]2[CH:34]=[CH:33][C:32]([CH3:37])=[CH:46][CH:45]=2)[O:11][C:10](=[O:21])[C:9]=1[C:22]1[C:27]([CH3:28])=[CH:26][C:25]([CH3:29])=[CH:24][C:23]=1[CH3:30]. The yield is 0.390. (6) The reactants are C([O:5][C:6](=[O:26])[CH2:7][C@@H:8]([NH:16]S(C1C=CC(C)=CC=1)=O)[C@H:9]([CH3:15])[C@H:10]([CH3:14])[CH2:11][CH2:12][CH3:13])(C)(C)C.FC(F)(F)C(O)=O. The catalyst is CO. The product is [NH2:16][C@@H:8]([C@H:9]([CH3:15])[C@H:10]([CH3:14])[CH2:11][CH2:12][CH3:13])[CH2:7][C:6]([OH:26])=[O:5]. The yield is 0.812. (7) The reactants are C([Li])CCC.CCCCCC.C1(C)C=CC(S([CH:21]([N+:29]#[C-:30])[C:22]2[CH:27]=[CH:26][C:25]([F:28])=[CH:24][CH:23]=2)(=O)=O)=CC=1.[Br-].[Li+].[CH2:34]([O:36][C:37](=[O:46])[CH:38]=[CH:39][C:40]1[CH:45]=[CH:44][N:43]=[CH:42][CH:41]=1)[CH3:35]. The catalyst is O1CCCC1. The product is [CH2:34]([O:36][C:37]([C:38]1[C:39]([C:40]2[CH:45]=[CH:44][N:43]=[CH:42][CH:41]=2)=[C:21]([C:22]2[CH:23]=[CH:24][C:25]([F:28])=[CH:26][CH:27]=2)[NH:29][CH:30]=1)=[O:46])[CH3:35]. The yield is 0.890. (8) The reactants are C(O)(C(F)(F)F)=O.C(OC([N:15]1[CH2:20][CH2:19][N:18]([C:21]2[O:22][C:23]([C@@H:26]3[CH2:32][CH2:31][C@@H:30]4[CH2:33][N:27]3[C:28](=[O:39])[N:29]4[O:34][S:35]([OH:38])(=[O:37])=[O:36])=[N:24][N:25]=2)[CH2:17][CH2:16]1)=O)(C)(C)C.C([N+](CCCC)(CCCC)CCCC)CCC. The catalyst is C(Cl)Cl.CCOCC. The product is [S:35]([OH:38])([O:34][N:29]1[C:28](=[O:39])[N:27]2[CH2:33][C@H:30]1[CH2:31][CH2:32][C@H:26]2[C:23]1[O:22][C:21]([N:18]2[CH2:19][CH2:20][NH:15][CH2:16][CH2:17]2)=[N:25][N:24]=1)(=[O:36])=[O:37]. The yield is 0.350. (9) The reactants are [CH3:1][O:2][C:3]1[CH:8]=[N:7][C:6]([N:9]2[CH:13]=[N:12][C:11]([NH:14][C:15](=[O:20])[C:16]([CH3:19])([CH3:18])[CH3:17])=[N:10]2)=[C:5]2[NH:21][CH:22]=[C:23]([C:24](=[O:29])[C:25]([O:27]C)=[O:26])[C:4]=12.C([O-])([O-])=O.[K+].[K+]. The catalyst is O.CO. The product is [CH3:1][O:2][C:3]1[CH:8]=[N:7][C:6]([N:9]2[CH:13]=[N:12][C:11]([NH:14][C:15](=[O:20])[C:16]([CH3:19])([CH3:18])[CH3:17])=[N:10]2)=[C:5]2[NH:21][CH:22]=[C:23]([C:24](=[O:29])[C:25]([OH:27])=[O:26])[C:4]=12. The yield is 0.780. (10) The yield is 0.605. The catalyst is O1CCOCC1.CCOC(C)=O.C1C=CC(/C=C/C(/C=C/C2C=CC=CC=2)=O)=CC=1.C1C=CC(/C=C/C(/C=C/C2C=CC=CC=2)=O)=CC=1.C1C=CC(/C=C/C(/C=C/C2C=CC=CC=2)=O)=CC=1.[Pd].[Pd]. The product is [CH3:10][C:9]([CH3:12])([CH3:11])[C:8]#[C:7][C:5]1[S:4][C:3]([C:13]([O:15][CH3:16])=[O:14])=[C:2]([NH:17][CH:18]2[CH2:23][CH2:22][N:21]([CH3:24])[C:20](=[O:25])[CH2:19]2)[CH:6]=1. The reactants are Br[C:2]1[CH:6]=[C:5]([C:7]#[C:8][C:9]([CH3:12])([CH3:11])[CH3:10])[S:4][C:3]=1[C:13]([O:15][CH3:16])=[O:14].[NH2:17][CH:18]1[CH2:23][CH2:22][N:21]([CH3:24])[C:20](=[O:25])[CH2:19]1.C(=O)([O-])[O-].[Cs+].[Cs+].C1C=CC(P(C2C(C3C(P(C4C=CC=CC=4)C4C=CC=CC=4)=CC=C4C=3C=CC=C4)=C3C(C=CC=C3)=CC=2)C2C=CC=CC=2)=CC=1.N#N.